Task: Predict which catalyst facilitates the given reaction.. Dataset: Catalyst prediction with 721,799 reactions and 888 catalyst types from USPTO (1) Reactant: [NH2:1][C:2]1[CH:12]=[C:6]2[C:7]([NH:9][C:10](=[O:11])[C:5]2=[CH:4][CH:3]=1)=[O:8].[ClH:13].[N:14]([O-])=O.[Na+]. Product: [Cl-:13].[N+:1](=[C:2]1[CH:12]=[C:6]2[C:7]([NH:9][C:10](=[O:11])[C:5]2=[CH:4][CH2:3]1)=[O:8])=[N-:14]. The catalyst class is: 6. (2) Reactant: [CH3:1][C:2]1[C:14]2[C:13](=[O:15])[C:12]3[C:7](=[CH:8][CH:9]=[CH:10][CH:11]=3)[NH:6][C:5]=2[N:4]([C:16]2[CH:21]=[CH:20][CH:19]=[CH:18][N:17]=2)[N:3]=1.[H-].[Na+].I[CH2:25][CH3:26]. Product: [CH2:25]([O:15][C:13]1[C:12]2[C:7](=[CH:8][CH:9]=[CH:10][CH:11]=2)[N:6]=[C:5]2[N:4]([C:16]3[CH:21]=[CH:20][CH:19]=[CH:18][N:17]=3)[N:3]=[C:2]([CH3:1])[C:14]=12)[CH3:26]. The catalyst class is: 9. (3) Reactant: [CH2:1]([N:3]([CH:34]1[CH2:39][CH2:38][O:37][CH2:36][CH2:35]1)[C:4]1[C:5]([CH3:33])=[C:6]([CH:22]=[C:23]([C:25]2[CH:26]=[N:27][C:28]([CH2:31]O)=[CH:29][CH:30]=2)[CH:24]=1)[C:7]([NH:9][CH2:10][C:11]1[C:12](=[O:21])[NH:13][C:14]([CH3:20])=[CH:15][C:16]=1[CH:17]([CH3:19])[CH3:18])=[O:8])[CH3:2].CS(Cl)(=O)=O.CCN(C(C)C)C(C)C.Cl.[OH:55][C@H:56]1[CH2:61][CH2:60][CH2:59][NH:58][CH2:57]1. Product: [CH2:1]([N:3]([CH:34]1[CH2:39][CH2:38][O:37][CH2:36][CH2:35]1)[C:4]1[C:5]([CH3:33])=[C:6]([CH:22]=[C:23]([C:25]2[CH:26]=[N:27][C:28]([CH2:31][N:58]3[CH2:59][CH2:60][CH2:61][C@H:56]([OH:55])[CH2:57]3)=[CH:29][CH:30]=2)[CH:24]=1)[C:7]([NH:9][CH2:10][C:11]1[C:12](=[O:21])[NH:13][C:14]([CH3:20])=[CH:15][C:16]=1[CH:17]([CH3:18])[CH3:19])=[O:8])[CH3:2]. The catalyst class is: 2. (4) Reactant: [N:1]1[CH:6]=[CH:5][CH:4]=[CH:3][C:2]=1[C:7]1[NH:12][N:11]=[C:10]([C:13]2[N:18]=[CH:17][C:16]([NH2:19])=[CH:15][CH:14]=2)[NH:9][N:8]=1.[C:20]1(=[O:27])[O:26][C:24](=[O:25])[CH2:23][CH2:22][CH2:21]1. Product: [N:1]1[CH:6]=[CH:5][CH:4]=[CH:3][C:2]=1[C:7]1[NH:8][N:9]=[C:10]([C:13]2[N:18]=[CH:17][C:16]([NH2:19])=[CH:15][CH:14]=2)[NH:11][N:12]=1.[O:27]=[C:20]([NH:19][C:16]1[CH:17]=[N:18][C:13]([C:10]2[NH:9][N:8]=[C:7]([C:2]3[CH:3]=[CH:4][CH:5]=[CH:6][N:1]=3)[NH:12][N:11]=2)=[CH:14][CH:15]=1)[CH2:21][CH2:22][CH2:23][C:24]([OH:26])=[O:25]. The catalyst class is: 1. (5) Reactant: C[O:2][C:3](=O)[C:4]([NH:34][C:35](=[O:37])[CH3:36])([CH2:9][C:10]1[C:18]2[C:13](=[CH:14][C:15]([CH2:19][CH2:20][CH2:21][CH2:22][CH2:23][CH2:24][CH2:25][CH3:26])=[CH:16][CH:17]=2)[N:12]([C:27]([O:29][C:30]([CH3:33])([CH3:32])[CH3:31])=[O:28])[CH:11]=1)[C:5](OC)=[O:6].[Li+].[BH4-]. Product: [C:30]([O:29][C:27]([N:12]1[C:13]2[C:18](=[CH:17][CH:16]=[C:15]([CH2:19][CH2:20][CH2:21][CH2:22][CH2:23][CH2:24][CH2:25][CH3:26])[CH:14]=2)[C:10]([CH2:9][C:4]([NH:34][C:35](=[O:37])[CH3:36])([CH2:3][OH:2])[CH2:5][OH:6])=[CH:11]1)=[O:28])([CH3:31])([CH3:32])[CH3:33]. The catalyst class is: 1. (6) Reactant: [CH2:1]([O:8][C:9]([NH:11][C@H](C(O)=O)CC(C)C)=[O:10])[C:2]1[CH:7]=[CH:6][CH:5]=[CH:4][CH:3]=1.C[N:21]1[CH2:26][CH2:25][O:24]CC1.ClC(O[CH2:31][CH:32]([CH3:34])[CH3:33])=O. Product: [CH2:1]([O:8][C:9]([NH:11][C:25](=[O:24])[C@H:26]([CH2:31][CH:32]([CH3:34])[CH3:33])[NH2:21])=[O:10])[C:2]1[CH:7]=[CH:6][CH:5]=[CH:4][CH:3]=1. The catalyst class is: 1. (7) The catalyst class is: 6. Product: [CH3:1][N:2]([CH2:4][CH:5]([C:14]1([OH:20])[CH2:19][CH2:18][CH2:17][CH2:16][CH2:15]1)[C:6]1[CH:7]=[CH:8][C:9]([O:12][CH3:13])=[CH:10][CH:11]=1)[CH3:3]. Reactant: [CH3:1][N:2]([CH2:4][CH:5]([C:14]1([OH:20])[CH2:19][CH2:18][CH2:17][CH2:16][CH2:15]1)[C:6]1[CH:7]=[CH:8][C:9]([O:12][CH3:13])=[CH:10][CH:11]=1)[CH3:3].Cl.ClCCl.[OH-].[Na+].